This data is from Forward reaction prediction with 1.9M reactions from USPTO patents (1976-2016). The task is: Predict the product of the given reaction. The product is: [CH3:26][C:18]1[CH:19]=[CH:14][C:15]([S:20]([O:12][CH2:11][C@@H:8]2[O:7][C:6]3[CH:13]=[C:2]([Br:1])[CH:3]=[CH:4][C:5]=3[O:10][CH2:9]2)(=[O:21])=[O:22])=[CH:16][CH:17]=1. Given the reactants [Br:1][C:2]1[CH:3]=[CH:4][C:5]2[O:10][CH2:9][C@H:8]([CH2:11][OH:12])[O:7][C:6]=2[CH:13]=1.[C:14]1(C)[C:15]([S:20](Cl)(=[O:22])=[O:21])=[CH:16][CH:17]=[CH:18][CH:19]=1.N1C=CC=C[CH:26]=1, predict the reaction product.